This data is from Reaction yield outcomes from USPTO patents with 853,638 reactions. The task is: Predict the reaction yield, written as a fraction of the theoretical maximum amount of product (1.0 means a 100% yield; for example, 0.34 means a 34% yield). The reactants are [CH3:1][O:2][C:3]1[C:4]([O:20][CH3:21])=[CH:5][C:6]2[CH:15]=[C:14]3[C:9]([C:10](=O)[C:11]([C:16]#[N:17])=[CH:12][NH:13]3)=[CH:8][C:7]=2[CH:19]=1.P(Cl)(Cl)([Cl:24])=O. The catalyst is CN(C=O)C. The product is [Cl:24][C:10]1[C:9]2[C:14](=[CH:15][C:6]3[CH:5]=[C:4]([O:20][CH3:21])[C:3]([O:2][CH3:1])=[CH:19][C:7]=3[CH:8]=2)[N:13]=[CH:12][C:11]=1[C:16]#[N:17]. The yield is 0.494.